Dataset: Full USPTO retrosynthesis dataset with 1.9M reactions from patents (1976-2016). Task: Predict the reactants needed to synthesize the given product. (1) The reactants are: [F:1][C:2]1[CH:7]=[CH:6][C:5]([O:8][CH3:9])=[CH:4][C:3]=1B(O)O.[F-].[Cs+].Br[C:16]1[CH:25]=[CH:24][C:19]([C:20]([O:22][CH3:23])=[O:21])=[CH:18][C:17]=1[O:26][CH:27]1[CH2:32][CH2:31][CH2:30][CH2:29][O:28]1. Given the product [F:1][C:2]1[CH:7]=[CH:6][C:5]([O:8][CH3:9])=[CH:4][C:3]=1[C:16]1[CH:25]=[CH:24][C:19]([C:20]([O:22][CH3:23])=[O:21])=[CH:18][C:17]=1[O:26][CH:27]1[CH2:32][CH2:31][CH2:30][CH2:29][O:28]1, predict the reactants needed to synthesize it. (2) Given the product [Cl:29][C:26]1[CH:25]=[N:24][C:23]([NH:1][C:2]2[CH:3]=[C:4]([C:9]3[S:13][C:12]([N:14]4[CH2:20][CH2:19][CH2:18][NH:17][C:16](=[O:21])[CH2:15]4)=[N:11][CH:10]=3)[CH:5]=[C:6]([CH3:8])[CH:7]=2)=[N:28][CH:27]=1, predict the reactants needed to synthesize it. The reactants are: [NH2:1][C:2]1[CH:3]=[C:4]([C:9]2[S:13][C:12]([N:14]3[CH2:20][CH2:19][CH2:18][NH:17][C:16](=[O:21])[CH2:15]3)=[N:11][CH:10]=2)[CH:5]=[C:6]([CH3:8])[CH:7]=1.Cl[C:23]1[N:28]=[CH:27][C:26]([Cl:29])=[CH:25][N:24]=1.C(=O)([O-])[O-].[K+].[K+].CC(C1C=C(C(C)C)C(C2C=CC=CC=2P(C2CCCCC2)C2CCCCC2)=C(C(C)C)C=1)C. (3) Given the product [CH3:21][O:25][N:26]([CH3:27])[C:6]([CH:1]1[CH2:5][CH2:4][CH2:3][CH2:2]1)=[O:8], predict the reactants needed to synthesize it. The reactants are: [CH:1]1([C:6]([OH:8])=O)[CH2:5][CH2:4][CH2:3][CH2:2]1.CCN(C(C)C)C(C)C.CN([C:21]([O:25][N:26]1N=NC2C=CC=C[C:27]1=2)=[N+](C)C)C.[B-](F)(F)(F)F.Cl.CNOC. (4) Given the product [CH3:25][O:26][C:27]1[CH:35]=[CH:34][CH:33]=[C:32]2[C:28]=1[CH:29]=[C:30]([C:37]([NH:39][C:40]1[CH:45]=[CH:44][C:43]([C:3]3[N:4]=[C:5]([C@H:13]4[CH2:18][CH2:17][C@H:16]([N:19]5[CH2:24][CH2:23][NH:22][CH2:21][CH2:20]5)[CH2:15][CH2:14]4)[N:6]4[CH:11]=[CH:10][N:9]=[C:8]([CH3:12])[C:7]=34)=[CH:42][C:41]=1[O:55][CH3:56])=[O:38])[N:31]2[CH3:36], predict the reactants needed to synthesize it. The reactants are: Cl.Br[C:3]1[N:4]=[C:5]([C@H:13]2[CH2:18][CH2:17][C@H:16]([N:19]3[CH2:24][CH2:23][NH:22][CH2:21][CH2:20]3)[CH2:15][CH2:14]2)[N:6]2[CH:11]=[CH:10][N:9]=[C:8]([CH3:12])[C:7]=12.[CH3:25][O:26][C:27]1[CH:35]=[CH:34][CH:33]=[C:32]2[C:28]=1[CH:29]=[C:30]([C:37]([NH:39][C:40]1[CH:45]=[CH:44][C:43](B3OC(C)(C)C(C)(C)O3)=[CH:42][C:41]=1[O:55][CH3:56])=[O:38])[N:31]2[CH3:36]. (5) Given the product [OH:7][C:3]1[CH:2]=[C:1]([OH:8])[CH:6]=[CH:5][C:4]=1[C:9](=[O:15])[CH2:10][CH2:11][C:12]([OH:14])=[O:13], predict the reactants needed to synthesize it. The reactants are: [C:1]1([OH:8])[CH:6]=[CH:5][CH:4]=[C:3]([OH:7])[CH:2]=1.[C:9]1(=[O:15])[O:14][C:12](=[O:13])[CH2:11][CH2:10]1.[Al+3].[Cl-].[Cl-].[Cl-].Cl. (6) Given the product [ClH:1].[Cl:1][C:2]1[CH:3]=[C:4]([CH:7]=[CH:8][C:9]=1[O:10][CH2:11][CH2:12][C:13]1[CH:18]=[CH:17][CH:16]=[CH:15][CH:14]=1)[CH:5]=[N:23][NH:22][C:19]([NH2:21])=[NH:20], predict the reactants needed to synthesize it. The reactants are: [Cl:1][C:2]1[CH:3]=[C:4]([CH:7]=[CH:8][C:9]=1[O:10][CH2:11][CH2:12][C:13]1[CH:18]=[CH:17][CH:16]=[CH:15][CH:14]=1)[CH:5]=O.[C:19]([NH:22][NH2:23])([NH2:21])=[NH:20].Cl.CCOCC. (7) Given the product [O:17]1[C:16]2[CH:20]=[CH:21][C:13]([CH2:12][NH:7][CH2:8][CH2:9][N:10]([C:24]3[S:28][N:27]=[C:26]([N:29]4[CH:33]=[CH:32][N:31]=[CH:30]4)[N:25]=3)[CH3:11])=[CH:14][C:15]=2[O:19][CH2:18]1, predict the reactants needed to synthesize it. The reactants are: C(OC(=O)[N:7]([CH2:12][C:13]1[CH:21]=[CH:20][C:16]2[O:17][CH2:18][O:19][C:15]=2[CH:14]=1)[CH2:8][CH2:9][NH:10][CH3:11])(C)(C)C.Cl[C:24]1[S:28][N:27]=[C:26]([N:29]2[CH:33]=[CH:32][N:31]=[CH:30]2)[N:25]=1.CS(C)=O. (8) Given the product [Cl:1][C:2]1[CH:3]=[C:4]([C:9]2([C:28]([F:30])([F:29])[F:31])[O:13][N:12]=[C:11]([C:14]3[C:23]4[C:18](=[CH:19][CH:20]=[CH:21][CH:22]=4)[C:17]([C:24]([OH:26])=[O:25])=[CH:16][CH:15]=3)[CH2:10]2)[CH:5]=[C:6]([Cl:8])[CH:7]=1, predict the reactants needed to synthesize it. The reactants are: [Cl:1][C:2]1[CH:3]=[C:4]([C:9]2([C:28]([F:31])([F:30])[F:29])[O:13][N:12]=[C:11]([C:14]3[C:23]4[C:18](=[CH:19][CH:20]=[CH:21][CH:22]=4)[C:17]([C:24]([O:26]C)=[O:25])=[CH:16][CH:15]=3)[CH2:10]2)[CH:5]=[C:6]([Cl:8])[CH:7]=1.O.[OH-].[Li+].CO. (9) Given the product [CH3:1][C:2]1[N:3]=[C:4]2[C:13]3[NH:12][C@H:11]([C:14]4[CH:19]=[CH:18][CH:17]=[CH:16][CH:15]=4)[C@:10]([CH3:26])([OH:20])[C:9](=[O:21])[C:8]=3[CH:7]=[CH:6][N:5]2[C:22]=1[CH3:23], predict the reactants needed to synthesize it. The reactants are: [CH3:1][C:2]1[N:3]=[C:4]2[C:13]3[NH:12][C@H:11]([C:14]4[CH:19]=[CH:18][CH:17]=[CH:16][CH:15]=4)[C@@H:10]([OH:20])[C:9](=[O:21])[C:8]=3[CH:7]=[CH:6][N:5]2[C:22]=1[CH3:23].[OH-].[Na+].[CH3:26]I.Cl. (10) Given the product [CH2:22]([O:21][C:20](=[O:29])[NH:19][CH2:18][CH2:17][C:15](=[O:16])[NH:14][CH2:13][C:12](=[O:11])[CH:30]([CH3:32])[CH3:31])[C:23]1[CH:28]=[CH:27][CH:26]=[CH:25][CH:24]=1, predict the reactants needed to synthesize it. The reactants are: C(Cl)(=O)C(Cl)=O.CS(C)=O.[OH:11][CH:12]([CH:30]([CH3:32])[CH3:31])[CH2:13][NH:14][C:15]([CH2:17][CH2:18][NH:19][C:20](=[O:29])[O:21][CH2:22][C:23]1[CH:28]=[CH:27][CH:26]=[CH:25][CH:24]=1)=[O:16].C(N(CC)CC)C.